Regression. Given two drug SMILES strings and cell line genomic features, predict the synergy score measuring deviation from expected non-interaction effect. From a dataset of NCI-60 drug combinations with 297,098 pairs across 59 cell lines. (1) Drug 1: C1=C(C(=O)NC(=O)N1)F. Drug 2: CC1CCCC2(C(O2)CC(NC(=O)CC(C(C(=O)C(C1O)C)(C)C)O)C(=CC3=CSC(=N3)C)C)C. Cell line: NCI-H226. Synergy scores: CSS=21.1, Synergy_ZIP=7.73, Synergy_Bliss=8.37, Synergy_Loewe=8.61, Synergy_HSA=8.67. (2) Drug 1: C1=CC(=CC=C1CCCC(=O)O)N(CCCl)CCCl. Drug 2: B(C(CC(C)C)NC(=O)C(CC1=CC=CC=C1)NC(=O)C2=NC=CN=C2)(O)O. Cell line: UACC-257. Synergy scores: CSS=9.34, Synergy_ZIP=-0.899, Synergy_Bliss=2.59, Synergy_Loewe=2.01, Synergy_HSA=1.79. (3) Drug 2: C1C(C(OC1N2C=NC(=NC2=O)N)CO)O. Synergy scores: CSS=45.9, Synergy_ZIP=-0.978, Synergy_Bliss=-0.288, Synergy_Loewe=0.767, Synergy_HSA=2.78. Cell line: SF-295. Drug 1: CC1OCC2C(O1)C(C(C(O2)OC3C4COC(=O)C4C(C5=CC6=C(C=C35)OCO6)C7=CC(=C(C(=C7)OC)O)OC)O)O. (4) Drug 1: C1=CC(=C2C(=C1NCCNCCO)C(=O)C3=C(C=CC(=C3C2=O)O)O)NCCNCCO. Drug 2: CC(CN1CC(=O)NC(=O)C1)N2CC(=O)NC(=O)C2. Cell line: U251. Synergy scores: CSS=60.7, Synergy_ZIP=-1.28, Synergy_Bliss=0.772, Synergy_Loewe=1.82, Synergy_HSA=5.47.